This data is from Catalyst prediction with 721,799 reactions and 888 catalyst types from USPTO. The task is: Predict which catalyst facilitates the given reaction. (1) Reactant: [C:1]([O:5][C:6]([NH:8][C@H:9]1[CH2:13][CH2:12][C@@:11]([CH2:17][CH3:18])([C:14]([OH:16])=O)[CH2:10]1)=[O:7])([CH3:4])([CH3:3])[CH3:2].Cl.Cl.[F:21][C:22]([F:36])([F:35])[C:23]1[CH:28]=[CH:27][N:26]=[C:25]([N:29]2[CH2:34][CH2:33][NH:32][CH2:31][CH2:30]2)[CH:24]=1.C(N(CC)CC)C.F[P-](F)(F)(F)(F)F.N1(OC(N(C)C)=[N+](C)C)C2C=CC=CC=2N=N1. Product: [CH2:17]([C@@:11]1([C:14]([N:32]2[CH2:33][CH2:34][N:29]([C:25]3[CH:24]=[C:23]([C:22]([F:36])([F:21])[F:35])[CH:28]=[CH:27][N:26]=3)[CH2:30][CH2:31]2)=[O:16])[CH2:12][CH2:13][C@H:9]([NH:8][C:6](=[O:7])[O:5][C:1]([CH3:2])([CH3:3])[CH3:4])[CH2:10]1)[CH3:18]. The catalyst class is: 3. (2) Reactant: [CH3:1][S:2][C:3]1[N:8]=[CH:7][N:6]=[C:5]([O:9][C:10]2[CH:15]=[CH:14][C:13]([NH2:16])=[CH:12][CH:11]=2)[CH:4]=1.[Cl:17][C:18]1[CH:23]=[CH:22][C:21]([N:24]=[C:25]=[O:26])=[CH:20][C:19]=1[C:27]([F:30])([F:29])[F:28]. Product: [Cl:17][C:18]1[CH:23]=[CH:22][C:21]([NH:24][C:25]([NH:16][C:13]2[CH:14]=[CH:15][C:10]([O:9][C:5]3[CH:4]=[C:3]([S:2][CH3:1])[N:8]=[CH:7][N:6]=3)=[CH:11][CH:12]=2)=[O:26])=[CH:20][C:19]=1[C:27]([F:28])([F:29])[F:30]. The catalyst class is: 1. (3) Reactant: [N:1]1([CH2:6][CH2:7][CH2:8][O:9][C:10]2[CH:15]=[CH:14][C:13]([C:16]3([C:22]#[N:23])[CH2:21][CH2:20][O:19][CH2:18][CH2:17]3)=[CH:12][CH:11]=2)[CH2:5][CH2:4][CH2:3][CH2:2]1.Cl[CH2:25]CCN1CCCC1C.C([O-])([O-])=O.[K+].[K+]. Product: [CH3:25][CH:2]1[CH2:3][CH2:4][CH2:5][N:1]1[CH2:6][CH2:7][CH2:8][O:9][C:10]1[CH:15]=[CH:14][C:13]([C:16]2([C:22]#[N:23])[CH2:17][CH2:18][O:19][CH2:20][CH2:21]2)=[CH:12][CH:11]=1. The catalyst class is: 3. (4) Reactant: Br[CH2:2][C:3]1[CH:4]=[C:5]([CH:8]=[C:9]([N+:11]([O-:13])=[O:12])[CH:10]=1)[C:6]#[N:7].[NH:14]1[CH2:18][CH2:17][CH2:16][CH2:15]1.C(N(CC)CC)C. Product: [N+:11]([C:9]1[CH:8]=[C:5]([CH:4]=[C:3]([CH2:2][N:14]2[CH2:18][CH2:17][CH2:16][CH2:15]2)[CH:10]=1)[C:6]#[N:7])([O-:13])=[O:12]. The catalyst class is: 2. (5) Reactant: [CH3:1][N:2]1[CH:6]=[C:5]([C:7]([OH:9])=O)[CH:4]=[N:3]1.CN(C(ON1N=NC2C=CC=NC1=2)=[N+](C)C)C.F[P-](F)(F)(F)(F)F.CCN(C(C)C)C(C)C.[NH2:43][C:44]1[CH:49]=[CH:48][C:47]([C:50]2[S:54][C:53]([C:55]([O:57][CH3:58])=[O:56])=[C:52]([N:59]([C:63]([C@H:65]3[CH2:70][CH2:69][C@H:68]([CH3:71])[CH2:67][CH2:66]3)=[O:64])[CH:60]([CH3:62])[CH3:61])[CH:51]=2)=[CH:46][CH:45]=1. Product: [CH3:71][C@H:68]1[CH2:69][CH2:70][C@H:65]([C:63]([N:59]([CH:60]([CH3:62])[CH3:61])[C:52]2[CH:51]=[C:50]([C:47]3[CH:48]=[CH:49][C:44]([NH:43][C:7]([C:5]4[CH:4]=[N:3][N:2]([CH3:1])[CH:6]=4)=[O:9])=[CH:45][CH:46]=3)[S:54][C:53]=2[C:55]([O:57][CH3:58])=[O:56])=[O:64])[CH2:66][CH2:67]1. The catalyst class is: 3.